From a dataset of Full USPTO retrosynthesis dataset with 1.9M reactions from patents (1976-2016). Predict the reactants needed to synthesize the given product. (1) Given the product [CH3:15][N:16]([CH3:17])[S:2]([C:5]1[CH:6]=[C:7]2[C:11](=[CH:12][CH:13]=1)[NH:10][C:9](=[O:14])[CH2:8]2)(=[O:3])=[O:4], predict the reactants needed to synthesize it. The reactants are: N[S:2]([C:5]1[CH:6]=[C:7]2[C:11](=[CH:12][CH:13]=1)[NH:10][C:9](=[O:14])[CH2:8]2)(=[O:4])=[O:3].[CH3:15][NH:16][CH3:17]. (2) The reactants are: [Br:1][C:2]1[CH:3]=[C:4]([C:10]([C:12]2[C:16]3[CH:17]=[CH:18][CH:19]=[CH:20][C:15]=3[O:14][C:13]=2[CH2:21][CH3:22])=[O:11])[CH:5]=[C:6]([Br:9])[C:7]=1[OH:8].[C:23](=O)([O-])[O-].[K+].[K+].IC. Given the product [Br:1][C:2]1[CH:3]=[C:4]([C:10]([C:12]2[C:16]3[CH:17]=[CH:18][CH:19]=[CH:20][C:15]=3[O:14][C:13]=2[CH2:21][CH3:22])=[O:11])[CH:5]=[C:6]([Br:9])[C:7]=1[O:8][CH3:23], predict the reactants needed to synthesize it.